Dataset: Catalyst prediction with 721,799 reactions and 888 catalyst types from USPTO. Task: Predict which catalyst facilitates the given reaction. (1) Reactant: [F:1][C:2]1[CH:3]=[C:4]([C@H:9]2[CH2:14][C@@H:13]([CH2:15][F:16])[CH2:12][CH2:11][N:10]2C(OCC2C=CC=CC=2)=O)[CH:5]=[CH:6][C:7]=1[F:8].[H][H]. Product: [F:1][C:2]1[CH:3]=[C:4]([C@H:9]2[CH2:14][C@@H:13]([CH2:15][F:16])[CH2:12][CH2:11][NH:10]2)[CH:5]=[CH:6][C:7]=1[F:8]. The catalyst class is: 153. (2) Reactant: [CH3:1][O:2][C:3](=[O:21])[C@@H:4]([NH:13][C:14]([O:16][C:17]([CH3:20])([CH3:19])[CH3:18])=[O:15])[CH2:5][C:6]1[CH:11]=[CH:10][C:9](Br)=[CH:8][CH:7]=1.[C:22]([C:24]1[CH:29]=[CH:28][C:27](B(O)O)=[CH:26][CH:25]=1)#[N:23].C([O-])([O-])=O.[Na+].[Na+]. Product: [CH3:1][O:2][C:3](=[O:21])[C@@H:4]([NH:13][C:14]([O:16][C:17]([CH3:20])([CH3:19])[CH3:18])=[O:15])[CH2:5][C:6]1[CH:11]=[CH:10][C:9]([C:27]2[CH:28]=[CH:29][C:24]([C:22]#[N:23])=[CH:25][CH:26]=2)=[CH:8][CH:7]=1. The catalyst class is: 109. (3) Reactant: [CH3:1][C:2]1[C:3](=O)[NH:4][C:5]([S:8][CH3:9])=[N:6][CH:7]=1.O=P(Cl)(Cl)[Cl:13]. Product: [Cl:13][C:3]1[C:2]([CH3:1])=[CH:7][N:6]=[C:5]([S:8][CH3:9])[N:4]=1. The catalyst class is: 12.